This data is from Reaction yield outcomes from USPTO patents with 853,638 reactions. The task is: Predict the reaction yield, written as a fraction of the theoretical maximum amount of product (1.0 means a 100% yield; for example, 0.34 means a 34% yield). (1) The reactants are N12CCCN=C1CCCCC2.Cl.[NH2:13][CH2:14][C:15]1[CH:23]=[CH:22][CH:21]=[C:20]2[C:16]=1[CH2:17][N:18]([CH:25]1[CH2:30][CH2:29][C:28](=[O:31])[NH:27][C:26]1=[O:32])[C:19]2=[O:24].[CH:33]1([C:36](Cl)=[O:37])[CH2:35][CH2:34]1. The catalyst is C(#N)C. The product is [O:32]=[C:26]1[CH:25]([N:18]2[CH2:17][C:16]3[C:20](=[CH:21][CH:22]=[CH:23][C:15]=3[CH2:14][NH:13][C:36]([CH:33]3[CH2:35][CH2:34]3)=[O:37])[C:19]2=[O:24])[CH2:30][CH2:29][C:28](=[O:31])[NH:27]1. The yield is 0.500. (2) The reactants are CCCP(=O)=O.[Cl:7][C:8]1[CH:13]=[CH:12][C:11]([CH:14]2[CH2:19][CH2:18][CH2:17][N:16]([C:20]([C:22]3[C:23]([NH:28]C(=O)OC(C)(C)C)=[N:24][N:25]([CH3:27])[CH:26]=3)=[O:21])[CH2:15]2)=[C:10]([C:36]([F:39])([F:38])[F:37])[CH:9]=1.Cl.ClC1C=CC(C2CCCNC2)=C(C(F)(F)F)C=1.C(N(CC)CC)C.Cl. The catalyst is C(Cl)Cl. The product is [Cl:7][C:8]1[CH:13]=[CH:12][C:11]([CH:14]2[CH2:19][CH2:18][CH2:17][N:16]([C:20]([C:22]3[C:23]([NH2:28])=[N:24][N:25]([CH3:27])[CH:26]=3)=[O:21])[CH2:15]2)=[C:10]([C:36]([F:39])([F:37])[F:38])[CH:9]=1. The yield is 0.510. (3) No catalyst specified. The reactants are [F:1][C:2]1[C:33]([NH:34][S:35]([CH2:38][CH2:39][CH3:40])(=[O:37])=[O:36])=[CH:32][CH:31]=[C:30]([F:41])[C:3]=1[C:4]([NH:6][C:7]1[CH:8]=[C:9]2[C:15]([C:16]#[C:17][CH2:18][O:19][CH3:20])=[CH:14][N:13](S(C3C=CC=CC=3)(=O)=O)[C:10]2=[N:11][CH:12]=1)=[O:5].CN(C)CC#CC1NC2=NC=C(NC(=O)C3C(F)=CC=C(NS(CCC)(=O)=O)C=3F)C=C2C=1. The product is [F:1][C:2]1[C:33]([NH:34][S:35]([CH2:38][CH2:39][CH3:40])(=[O:36])=[O:37])=[CH:32][CH:31]=[C:30]([F:41])[C:3]=1[C:4]([NH:6][C:7]1[CH:8]=[C:9]2[C:15]([CH2:16][CH2:17][CH2:18][O:19][CH3:20])=[CH:14][NH:13][C:10]2=[N:11][CH:12]=1)=[O:5]. The yield is 0.900. (4) The reactants are [CH2:1]([O:3][C:4](=[O:18])[C:5]1[CH:10]=[C:9]([CH3:11])[C:8]([N+:12]([O-:14])=[O:13])=[CH:7][C:6]=1[N+:15]([O-:17])=[O:16])[CH3:2].CO[CH:21]([N:24]([CH3:26])[CH3:25])OC. The catalyst is CN(C=O)C. The product is [CH2:1]([O:3][C:4](=[O:18])[C:5]1[CH:10]=[C:9]([CH:11]=[CH:21][N:24]([CH3:26])[CH3:25])[C:8]([N+:12]([O-:14])=[O:13])=[CH:7][C:6]=1[N+:15]([O-:17])=[O:16])[CH3:2]. The yield is 0.280. (5) The reactants are [CH3:1][O:2][C:3]([C:5]1([C:8]2[CH:13]=[CH:12][C:11]([O:14][CH3:15])=[CH:10][CH:9]=2)[CH2:7][CH2:6]1)=[O:4].[N+:16]([O-])([OH:18])=[O:17].Cl. The catalyst is CC(OC(C)=O)=O.CC(O)=O. The product is [CH3:1][O:2][C:3]([C:5]1([C:8]2[CH:9]=[CH:10][C:11]([O:14][CH3:15])=[C:12]([N+:16]([O-:18])=[O:17])[CH:13]=2)[CH2:6][CH2:7]1)=[O:4]. The yield is 0.980. (6) The reactants are C(OC([N:8]1[CH2:13][CH2:12][N:11]([C:14]2[N:19]=[CH:18][N:17]=[C:16]3[NH:20][N:21]=[CH:22][C:15]=23)[CH2:10][CH2:9]1)=O)(C)(C)C.[ClH:23]. The catalyst is O1CCOCC1.C(OCC)C. The product is [ClH:23].[ClH:23].[N:11]1([C:14]2[N:19]=[CH:18][N:17]=[C:16]3[NH:20][N:21]=[CH:22][C:15]=23)[CH2:10][CH2:9][NH:8][CH2:13][CH2:12]1. The yield is 0.990.